Dataset: Reaction yield outcomes from USPTO patents with 853,638 reactions. Task: Predict the reaction yield, written as a fraction of the theoretical maximum amount of product (1.0 means a 100% yield; for example, 0.34 means a 34% yield). (1) The reactants are C1N=CN(C(N2C=NC=C2)=O)C=1.[C:13]1([C:19]#[C:20][C:21]2[S:22][C:23]([C:26]([OH:28])=O)=[CH:24][N:25]=2)[CH:18]=[CH:17][CH:16]=[CH:15][CH:14]=1.[NH:29]1[CH2:34][CH2:33][CH2:32][CH2:31][CH2:30]1.FC(F)(F)C(O)=O. The catalyst is O1CCCC1.CCOC(C)=O. The product is [C:13]1([C:19]#[C:20][C:21]2[S:22][C:23]([C:26]([N:29]3[CH2:34][CH2:33][CH2:32][CH2:31][CH2:30]3)=[O:28])=[CH:24][N:25]=2)[CH:14]=[CH:15][CH:16]=[CH:17][CH:18]=1. The yield is 0.620. (2) The reactants are [CH3:1][C:2]1([CH3:38])[CH2:6][C:5]2[CH:7]=[C:8]([C:11]3[C:16](=[O:17])[N:15]([CH2:18][C:19]4[CH:24]=[CH:23][C:22]([C:25]5[C:26]([C:31]#[N:32])=[CH:27][CH:28]=[CH:29][CH:30]=5)=[CH:21][CH:20]=4)[C:14]([CH2:33][CH2:34][CH3:35])=[N:13][C:12]=3[CH2:36][CH3:37])[CH:9]=[CH:10][C:4]=2[O:3]1.Cl.[NH2:40]O.[C:42](=[O:45])([O-])[OH:43].[Na+]. The catalyst is CS(C)=O.C(OCC)(=O)C. The product is [CH3:38][C:2]1([CH3:1])[CH2:6][C:5]2[CH:7]=[C:8]([C:11]3[C:16](=[O:17])[N:15]([CH2:18][C:19]4[CH:24]=[CH:23][C:22]([C:25]5[CH:30]=[CH:29][CH:28]=[CH:27][C:26]=5[C:31]5[NH:40][C:42](=[O:45])[O:43][N:32]=5)=[CH:21][CH:20]=4)[C:14]([CH2:33][CH2:34][CH3:35])=[N:13][C:12]=3[CH2:36][CH3:37])[CH:9]=[CH:10][C:4]=2[O:3]1. The yield is 0.740. (3) The reactants are C(OC([NH:11][C@@H:12]([CH:20]([CH3:22])[CH3:21])C(OC(=O)C)C#N)=O)C1C=CC=CC=1.Cl.C1([O:30]C)C=CC=CC=1.[O:32]1[CH2:37][CH2:36][O:35]CC1. No catalyst specified. The product is [NH2:11][C@@H:12]([CH:20]([CH3:22])[CH3:21])[CH:36]([OH:35])[C:37]([OH:32])=[O:30]. The yield is 0.750. (4) The reactants are [Br:1][C:2]1[C:3](F)=[C:4]2[C:10]([NH:11][C:12](=[O:18])[CH2:13][S:14]([CH3:17])(=[O:16])=[O:15])=[CH:9][NH:8][C:5]2=[N:6][CH:7]=1.[NH:20]1[CH2:25][CH2:24][CH2:23][C@@H:22]([NH:26][C:27](=[O:33])[O:28][C:29]([CH3:32])([CH3:31])[CH3:30])[CH2:21]1. The catalyst is C(O)(CC)C. The product is [Br:1][C:2]1[C:3]([N:20]2[CH2:25][CH2:24][CH2:23][C@@H:22]([NH:26][C:27](=[O:33])[O:28][C:29]([CH3:31])([CH3:30])[CH3:32])[CH2:21]2)=[C:4]2[C:10]([NH:11][C:12](=[O:18])[CH2:13][S:14]([CH3:17])(=[O:16])=[O:15])=[CH:9][NH:8][C:5]2=[N:6][CH:7]=1. The yield is 0.673. (5) The reactants are [NH2:1][C:2]1[N:7]=[C:6]([NH2:8])[C:5]([O:9][C:10]2[C:11]([CH:21]([CH3:23])[CH3:22])=[CH:12][C:13]([O:19][CH3:20])=[C:14]([CH:16]([OH:18])[CH3:17])[CH:15]=2)=[CH:4][N:3]=1.[CH3:24]CN(S(F)(F)F)CC.C([O-])(O)=O.[Na+]. The catalyst is C(Cl)Cl. The product is [CH:21]([C:11]1[CH:12]=[C:13]([O:19][CH3:20])[C:14]([CH:16]=[CH2:17])=[CH:15][C:10]=1[O:9][C:5]1[C:6]([NH2:8])=[N:7][C:2]([NH2:1])=[N:3][CH:4]=1)([CH3:23])[CH3:22].[CH:21]([C:11]1[CH:12]=[C:13]([O:19][CH3:20])[C:14]([CH:16]([O:18][CH3:24])[CH3:17])=[CH:15][C:10]=1[O:9][C:5]1[C:6]([NH2:8])=[N:7][C:2]([NH2:1])=[N:3][CH:4]=1)([CH3:23])[CH3:22]. The yield is 0.0300. (6) The reactants are [CH:1]([N-]C(C)C)(C)C.[Li+].[Br:9][C:10]1[CH:15]=[CH:14][C:13]([CH2:16][C:17]([O:19][CH3:20])=[O:18])=[CH:12][CH:11]=1.IC. The catalyst is O1CCCC1. The product is [Br:9][C:10]1[CH:11]=[CH:12][C:13]([CH:16]([CH3:1])[C:17]([O:19][CH3:20])=[O:18])=[CH:14][CH:15]=1. The yield is 0.910. (7) The reactants are C[O:2][C:3](=[O:31])[CH2:4][O:5][C:6]1[CH:14]=[C:13]2[CH2:15][CH2:16][CH2:17][C:12]2=[C:11]2[C:7]=1[C:8]([C:26](=[O:30])[C:27]([NH2:29])=[O:28])=[C:9]([CH3:25])[N:10]2[CH2:18][C:19]1[CH:24]=[CH:23][CH:22]=[CH:21][CH:20]=1.[OH-].[Li+]. The catalyst is CO.O1CCCC1. The product is [NH2:29][C:27](=[O:28])[C:26]([C:8]1[C:7]2[C:11](=[C:12]3[CH2:17][CH2:16][CH2:15][C:13]3=[CH:14][C:6]=2[O:5][CH2:4][C:3]([OH:31])=[O:2])[N:10]([CH2:18][C:19]2[CH:24]=[CH:23][CH:22]=[CH:21][CH:20]=2)[C:9]=1[CH3:25])=[O:30]. The yield is 0.710. (8) The reactants are [CH3:1]/[C:2](/[CH2:10]O)=[CH:3]\[C:4]1[CH:9]=[CH:8][CH:7]=[CH:6][CH:5]=1.C(N(CC)CC)C.CS(Cl)(=O)=O.[N-:24]=[N+:25]=[N-:26].[Na+]. The catalyst is C(Cl)Cl. The product is [N:24]([CH2:10][C:2]([CH3:1])=[CH:3][C:4]1[CH:9]=[CH:8][CH:7]=[CH:6][CH:5]=1)=[N+:25]=[N-:26]. The yield is 0.890.